From a dataset of Reaction yield outcomes from USPTO patents with 853,638 reactions. Predict the reaction yield, written as a fraction of the theoretical maximum amount of product (1.0 means a 100% yield; for example, 0.34 means a 34% yield). The reactants are [CH2:1]([C:7]1[N:8]=[C:9]([C:29]2[CH:34]=[CH:33][C:32]([CH3:35])=[CH:31][CH:30]=2)[S:10][C:11]=1[CH:12]=[CH:13][C:14]([C:16]1[CH:21]=[CH:20][C:19]([CH:22]=[CH:23][C:24]([O:26][CH3:27])=[O:25])=[C:18]([CH3:28])[CH:17]=1)=[O:15])[CH2:2][CH2:3][CH2:4][CH2:5][CH3:6].[H][H]. The catalyst is CO.O1CCCC1.[C].[Pd]. The product is [CH2:1]([C:7]1[N:8]=[C:9]([C:29]2[CH:30]=[CH:31][C:32]([CH3:35])=[CH:33][CH:34]=2)[S:10][C:11]=1[CH2:12][CH2:13][C:14]([C:16]1[CH:21]=[CH:20][C:19]([CH2:22][CH2:23][C:24]([O:26][CH3:27])=[O:25])=[C:18]([CH3:28])[CH:17]=1)=[O:15])[CH2:2][CH2:3][CH2:4][CH2:5][CH3:6]. The yield is 0.410.